Dataset: Reaction yield outcomes from USPTO patents with 853,638 reactions. Task: Predict the reaction yield, written as a fraction of the theoretical maximum amount of product (1.0 means a 100% yield; for example, 0.34 means a 34% yield). (1) The reactants are Cl[C:2]1[C:7]([N:8]([CH2:22][C:23]([F:26])([F:25])[F:24])[C:9]([C:11]2[CH:12]=[N:13][N:14]([CH:16]3[CH2:21][CH2:20][CH2:19][CH2:18][O:17]3)[CH:15]=2)=[O:10])=[CH:6][C:5]([Cl:27])=[CH:4][N:3]=1.C([O-])(=O)C.[K+]. The catalyst is CN(C=O)C.C1C=CC([P]([Pd]([P](C2C=CC=CC=2)(C2C=CC=CC=2)C2C=CC=CC=2)([P](C2C=CC=CC=2)(C2C=CC=CC=2)C2C=CC=CC=2)[P](C2C=CC=CC=2)(C2C=CC=CC=2)C2C=CC=CC=2)(C2C=CC=CC=2)C2C=CC=CC=2)=CC=1. The product is [Cl:27][C:5]1[CH:4]=[N:3][C:2]2[C:15]3[N:14]([CH:16]4[CH2:21][CH2:20][CH2:19][CH2:18][O:17]4)[N:13]=[CH:12][C:11]=3[C:9](=[O:10])[N:8]([CH2:22][C:23]([F:26])([F:25])[F:24])[C:7]=2[CH:6]=1. The yield is 0.700. (2) The reactants are [N:1]1([C:7]2[N:12]=[C:11]([N:13]3[CH:18]4[CH2:19][CH2:20][CH:14]3[CH2:15][O:16][CH2:17]4)[N:10]=[C:9]([C:21]3[CH:27]=[CH:26][C:24]([NH2:25])=[CH:23][CH:22]=3)[N:8]=2)[CH2:6][CH2:5][O:4][CH2:3][CH2:2]1.Cl[C:29](Cl)([O:31]C(=O)OC(Cl)(Cl)Cl)Cl.[CH3:40][CH2:41][N:42]([CH2:45][CH2:46][O:47][C:48]([C:50]1[CH:51]=[CH:52][C:53]([NH2:56])=[CH:54][CH:55]=1)=[O:49])[CH2:43][CH3:44].Cl. No catalyst specified. The product is [N:1]1([C:7]2[N:12]=[C:11]([N:13]3[CH:14]4[CH2:20][CH2:19][CH:18]3[CH2:17][O:16][CH2:15]4)[N:10]=[C:9]([C:21]3[CH:27]=[CH:26][C:24]([NH:25][C:29]([NH:56][C:53]4[CH:54]=[CH:55][C:50]([C:48]([O:47][CH2:46][CH2:45][N:42]([CH2:41][CH3:40])[CH2:43][CH3:44])=[O:49])=[CH:51][CH:52]=4)=[O:31])=[CH:23][CH:22]=3)[N:8]=2)[CH2:2][CH2:3][O:4][CH2:5][CH2:6]1. The yield is 0.330. (3) The reactants are [CH2:1]([O:8][C:9]1[CH:28]=[CH:27][C:12]([CH2:13][NH:14][C:15]([C:17]2[CH:18]=[C:19]3[C:24](=[CH:25][CH:26]=2)[N:23]=[CH:22][CH:21]=[CH:20]3)=O)=[CH:11][CH:10]=1)[C:2]1[CH:7]=[CH:6][CH:5]=[CH:4][CH:3]=1.COC1C=CC(P2(=S)SP(=S)(C3C=CC(OC)=CC=3)[S:38]2)=CC=1. The catalyst is O1CCCC1. The product is [CH2:1]([O:8][C:9]1[CH:28]=[CH:27][C:12]([CH2:13][NH:14][C:15]([C:17]2[CH:18]=[C:19]3[C:24](=[CH:25][CH:26]=2)[N:23]=[CH:22][CH:21]=[CH:20]3)=[S:38])=[CH:11][CH:10]=1)[C:2]1[CH:7]=[CH:6][CH:5]=[CH:4][CH:3]=1. The yield is 0.170. (4) The reactants are Br[C:2]1[N:6]([CH2:7][CH2:8][C:9]2[CH:14]=[CH:13][CH:12]=[CH:11][C:10]=2[Cl:15])[CH:5]=[N:4][C:3]=1[C:16]1[CH:21]=[C:20]([C:22]#[N:23])[CH:19]=[CH:18][N:17]=1.[F:24][C:25]1[CH:30]=[CH:29][C:28](B(O)O)=[CH:27][CH:26]=1.C([O-])([O-])=O.[Na+].[Na+]. The catalyst is O1CCOCC1.C1C=CC(P(C2C=CC=CC=2)[C-]2C=CC=C2)=CC=1.C1C=CC(P(C2C=CC=CC=2)[C-]2C=CC=C2)=CC=1.Cl[Pd]Cl.[Fe+2]. The product is [Cl:15][C:10]1[CH:11]=[CH:12][CH:13]=[CH:14][C:9]=1[CH2:8][CH2:7][N:6]1[C:2]([C:28]2[CH:29]=[CH:30][C:25]([F:24])=[CH:26][CH:27]=2)=[C:3]([C:16]2[CH:21]=[C:20]([C:22]#[N:23])[CH:19]=[CH:18][N:17]=2)[N:4]=[CH:5]1. The yield is 0.480.